Regression. Given two drug SMILES strings and cell line genomic features, predict the synergy score measuring deviation from expected non-interaction effect. From a dataset of NCI-60 drug combinations with 297,098 pairs across 59 cell lines. (1) Drug 1: CNC(=O)C1=CC=CC=C1SC2=CC3=C(C=C2)C(=NN3)C=CC4=CC=CC=N4. Drug 2: CN(C)C1=NC(=NC(=N1)N(C)C)N(C)C. Cell line: RPMI-8226. Synergy scores: CSS=-7.36, Synergy_ZIP=8.36, Synergy_Bliss=7.88, Synergy_Loewe=-1.79, Synergy_HSA=-2.29. (2) Drug 1: CC(CN1CC(=O)NC(=O)C1)N2CC(=O)NC(=O)C2. Drug 2: CC12CCC3C(C1CCC2OP(=O)(O)O)CCC4=C3C=CC(=C4)OC(=O)N(CCCl)CCCl.[Na+]. Cell line: NCI-H460. Synergy scores: CSS=43.7, Synergy_ZIP=0.217, Synergy_Bliss=1.57, Synergy_Loewe=-9.65, Synergy_HSA=3.23. (3) Drug 1: CC(C1=C(C=CC(=C1Cl)F)Cl)OC2=C(N=CC(=C2)C3=CN(N=C3)C4CCNCC4)N. Drug 2: C(CN)CNCCSP(=O)(O)O. Cell line: NCI-H322M. Synergy scores: CSS=-13.8, Synergy_ZIP=0.808, Synergy_Bliss=-13.8, Synergy_Loewe=-17.0, Synergy_HSA=-16.2. (4) Drug 1: CC=C1C(=O)NC(C(=O)OC2CC(=O)NC(C(=O)NC(CSSCCC=C2)C(=O)N1)C(C)C)C(C)C. Drug 2: CS(=O)(=O)OCCCCOS(=O)(=O)C. Cell line: HOP-92. Synergy scores: CSS=32.5, Synergy_ZIP=1.50, Synergy_Bliss=0.919, Synergy_Loewe=-62.0, Synergy_HSA=-2.36.